Dataset: Human liver microsome stability data. Task: Regression/Classification. Given a drug SMILES string, predict its absorption, distribution, metabolism, or excretion properties. Task type varies by dataset: regression for continuous measurements (e.g., permeability, clearance, half-life) or binary classification for categorical outcomes (e.g., BBB penetration, CYP inhibition). Dataset: hlm. (1) The molecule is COc1cc2ccc(C#N)cc2cc1[C@@H](c1cccc(F)c1)[C@@](O)(CCN(C)C)c1cc2ccccc2o1. The result is 1 (stable in human liver microsomes). (2) The molecule is Cc1ccc(C(=O)Nc2ccc(OCC3CCN(C)CC3)c(C(F)(F)F)c2)cc1NC(=O)C1(c2ncnc3[nH]ccc23)CC1. The result is 0 (unstable in human liver microsomes). (3) The drug is C=C1C(=O)O[C@H]2[C@H]1CC/C(C(F)(F)F)=C\CC[C@@]1(C)O[C@@H]21. The result is 0 (unstable in human liver microsomes). (4) The drug is Cc1cccc(CNc2nc(N3CCOCC3)nc3c2ncn3-c2cccc(F)c2)n1. The result is 1 (stable in human liver microsomes). (5) The compound is N#Cc1ccccc1Cn1c(N2CCC[C@@H](N)C2)nc2cccc(F)c2c1=O. The result is 0 (unstable in human liver microsomes). (6) The drug is COc1ccccc1N1CCN(C(=O)c2cc(-c3ccccc3)[nH]n2)CC1. The result is 0 (unstable in human liver microsomes).